From a dataset of HIV replication inhibition screening data with 41,000+ compounds from the AIDS Antiviral Screen. Binary Classification. Given a drug SMILES string, predict its activity (active/inactive) in a high-throughput screening assay against a specified biological target. (1) The compound is CCC(=C(c1ccccc1)c1ccc(OCC[N+](C)(C)C)cc1)c1ccccc1.[I-]. The result is 0 (inactive). (2) The compound is CCOC(=O)CC[PH](c1ccccc1)(c1ccccc1)c1ccccc1. The result is 0 (inactive). (3) The drug is CN1CCN(C(N)=C(C#N)C(=O)Nc2ccc(Cl)cc2)CC1. The result is 0 (inactive).